Dataset: Peptide-MHC class I binding affinity with 185,985 pairs from IEDB/IMGT. Task: Regression. Given a peptide amino acid sequence and an MHC pseudo amino acid sequence, predict their binding affinity value. This is MHC class I binding data. (1) The peptide sequence is VALYRRIQR. The MHC is HLA-A03:01 with pseudo-sequence HLA-A03:01. The binding affinity (normalized) is 0.105. (2) The peptide sequence is DEALRGFLLY. The MHC is HLA-A29:02 with pseudo-sequence HLA-A29:02. The binding affinity (normalized) is 0. (3) The peptide sequence is EFIYWDWLY. The MHC is HLA-A31:01 with pseudo-sequence HLA-A31:01. The binding affinity (normalized) is 0.0847. (4) The peptide sequence is AIRGEQLLSCC. The MHC is Mamu-B08 with pseudo-sequence Mamu-B08. The binding affinity (normalized) is 0. (5) The peptide sequence is SVPASRYL. The MHC is Mamu-A01 with pseudo-sequence Mamu-A01. The binding affinity (normalized) is 0.781. (6) The peptide sequence is MLPESDLDKV. The MHC is HLA-A02:03 with pseudo-sequence HLA-A02:03. The binding affinity (normalized) is 0.309. (7) The peptide sequence is KLEYLAPSY. The MHC is HLA-B15:01 with pseudo-sequence HLA-B15:01. The binding affinity (normalized) is 0.367. (8) The peptide sequence is ALPGPDGVV. The MHC is HLA-A02:03 with pseudo-sequence HLA-A02:03. The binding affinity (normalized) is 0.414. (9) The peptide sequence is AVFDSFVER. The MHC is HLA-B07:02 with pseudo-sequence HLA-B07:02. The binding affinity (normalized) is 0.0847. (10) The peptide sequence is ETRSFTTHF. The MHC is HLA-B51:01 with pseudo-sequence HLA-B51:01. The binding affinity (normalized) is 0.0847.